This data is from Catalyst prediction with 721,799 reactions and 888 catalyst types from USPTO. The task is: Predict which catalyst facilitates the given reaction. (1) Reactant: C([C@@H]([C@H](C(O)=O)O)O)(O)=O.[NH2:11][C@@H:12]1[CH2:21][C:20]2[C:19]([C:22]([NH2:24])=[O:23])=[CH:18][CH:17]=[C:16]([F:25])[C:15]=2[O:14][CH2:13]1.[F:26][C:27]1[CH:28]=[C:29]2[C:33](=[C:34]([F:36])[CH:35]=1)[NH:32][CH:31]=[C:30]2[CH2:37][CH2:38][CH:39]=O.C(O)(=O)C.C([BH3-])#N.[Na+]. Product: [F:26][C:27]1[CH:28]=[C:29]2[C:33](=[C:34]([F:36])[CH:35]=1)[NH:32][CH:31]=[C:30]2[CH2:37][CH2:38][CH2:39][NH:11][C@@H:12]1[CH2:21][C:20]2[C:19]([C:22]([NH2:24])=[O:23])=[CH:18][CH:17]=[C:16]([F:25])[C:15]=2[O:14][CH2:13]1. The catalyst class is: 5. (2) Product: [CH3:1][O:2][C:3]1[C:11]([O:12][C@@H:13]2[CH2:18][CH2:17][CH2:16][C@H:15]([NH:19][CH2:20][CH2:21][CH3:22])[CH2:14]2)=[CH:10][CH:9]=[C:8]2[C:4]=1[CH:5]=[N:6][NH:7]2. The catalyst class is: 30. Reactant: [CH3:1][O:2][C:3]1[C:11]([O:12][C@@H:13]2[CH2:18][CH2:17][CH2:16][C@H:15]([NH:19][C:20](=O)[CH2:21][CH3:22])[CH2:14]2)=[CH:10][CH:9]=[C:8]2[C:4]=1[CH:5]=[N:6][NH:7]2.[H-].[Al+3].[Li+].[H-].[H-].[H-].[OH-].[Na+]. (3) Reactant: [F:1][C:2]1[C:7](B(O)O)=[CH:6][C:5]([CH2:11][N:12]2[CH2:17][CH2:16][O:15][CH2:14][CH2:13]2)=[CH:4][N:3]=1.Cl[C:19]1[N:24]=[C:23]([CH3:25])[N:22]=[C:21]([NH2:26])[N:20]=1.C([O-])(=O)C.[K+]. Product: [F:1][C:2]1[C:7]([C:19]2[N:24]=[C:23]([CH3:25])[N:22]=[C:21]([NH2:26])[N:20]=2)=[CH:6][C:5]([CH2:11][N:12]2[CH2:17][CH2:16][O:15][CH2:14][CH2:13]2)=[CH:4][N:3]=1. The catalyst class is: 88.